Dataset: Forward reaction prediction with 1.9M reactions from USPTO patents (1976-2016). Task: Predict the product of the given reaction. (1) Given the reactants [CH2:1]([O:8][C:9]1[CH:16]=[CH:15][C:12]([CH:13]=[O:14])=[C:11]([N:17]([CH2:20][CH:21]([OH:23])[CH3:22])C=O)[CH:10]=1)[C:2]1[CH:7]=[CH:6][CH:5]=[CH:4][CH:3]=1, predict the reaction product. The product is: [CH2:1]([O:8][C:9]1[CH:16]=[CH:15][C:12]([CH:13]=[O:14])=[C:11]([NH:17][CH2:20][CH:21]([OH:23])[CH3:22])[CH:10]=1)[C:2]1[CH:7]=[CH:6][CH:5]=[CH:4][CH:3]=1. (2) Given the reactants [F:1][C:2]1[C:7]2[CH2:8][CH2:9][CH:10]([N:19]3[CH:23]=[C:22]([CH:24]4[CH2:29][CH2:28][NH:27][CH2:26][CH2:25]4)[N:21]=[N:20]3)[C:11](=[O:18])[N:12]([CH2:13][C:14]([F:17])([F:16])[F:15])[C:6]=2[CH:5]=[CH:4][CH:3]=1.Cl.Cl[C:32]1[CH:37]=[CH:36][N:35]=[CH:34][N:33]=1.CCN(C(C)C)C(C)C, predict the reaction product. The product is: [F:1][C:2]1[C:7]2[CH2:8][CH2:9][CH:10]([N:19]3[CH:23]=[C:22]([CH:24]4[CH2:29][CH2:28][N:27]([C:32]5[CH:37]=[CH:36][N:35]=[CH:34][N:33]=5)[CH2:26][CH2:25]4)[N:21]=[N:20]3)[C:11](=[O:18])[N:12]([CH2:13][C:14]([F:16])([F:17])[F:15])[C:6]=2[CH:5]=[CH:4][CH:3]=1. (3) Given the reactants [O:1]1[C:5]2[CH:6]=[CH:7][C:8]([CH:10]3[C:18]4[C:13](=[CH:14][CH:15]=[CH:16][CH:17]=4)[N:12]([CH2:19][CH2:20][CH2:21][CH2:22][CH3:23])[C:11]3=[O:24])=[CH:9][C:4]=2[O:3][CH2:2]1.I[CH3:26].[H-].[Na+], predict the reaction product. The product is: [O:1]1[C:5]2[CH:6]=[CH:7][C:8]([C:10]3([CH3:26])[C:18]4[C:13](=[CH:14][CH:15]=[CH:16][CH:17]=4)[N:12]([CH2:19][CH2:20][CH2:21][CH2:22][CH3:23])[C:11]3=[O:24])=[CH:9][C:4]=2[O:3][CH2:2]1. (4) Given the reactants [CH2:1]([N:5]1[C:13]2[N:12]=[CH:11][NH:10][C:9]=2[C:8](=[O:14])[N:7]([CH2:15][CH2:16][CH2:17][C:18]2[CH:23]=[CH:22][CH:21]=[CH:20][CH:19]=2)[C:6]1=[O:24])CCC.CN1C2N=CN(CC3C=CC=CC=3)C=2C(=O)N(CCCC2C=CC=CC=2)C1=O, predict the reaction product. The product is: [CH3:1][N:5]1[C:13]2[N:12]=[CH:11][NH:10][C:9]=2[C:8](=[O:14])[N:7]([CH2:15][CH2:16][CH2:17][C:18]2[CH:19]=[CH:20][CH:21]=[CH:22][CH:23]=2)[C:6]1=[O:24]. (5) Given the reactants [OH-].[K+].COC.[NH2:6][CH2:7][CH2:8][NH:9][CH2:10][CH2:11][NH2:12].[C:13]([OH:22])(=[O:21])[CH2:14][CH2:15][CH2:16][CH2:17][C:18]([OH:20])=[O:19].C1OC1.II, predict the reaction product. The product is: [NH2:6][CH2:7][CH2:8][NH:9][CH2:10][CH2:11][NH2:12].[C:13]([OH:22])(=[O:21])[CH2:14][CH2:15][CH2:16][CH2:17][C:18]([OH:20])=[O:19]. (6) Given the reactants [CH3:1][N:2]1[CH2:7][CH2:6][N:5]([C:8]2[CH:13]=[CH:12][C:11]([N+:14]([O-])=O)=[CH:10][C:9]=2[CH2:17][OH:18])[CH2:4][CH2:3]1.C([O-])=O.[NH4+], predict the reaction product. The product is: [NH2:14][C:11]1[CH:12]=[CH:13][C:8]([N:5]2[CH2:6][CH2:7][N:2]([CH3:1])[CH2:3][CH2:4]2)=[C:9]([CH2:17][OH:18])[CH:10]=1. (7) Given the reactants CC(C)(C)[C@H](NC(C1N=C(C2C=CC=CC=2)N2CCNCC=12)=O)C(NC)=O.[C:28]([C:36]1[N:40]2[CH2:41][CH2:42][N:43](C(OC(C)(C)C)=O)[CH2:44][C:39]2=[C:38]([C:52](=[O:63])[NH:53][C@@H:54]([C:59]([CH3:62])([CH3:61])[CH3:60])[C:55]([NH:57][CH3:58])=[O:56])[N:37]=1)(=[O:35])[C:29]1[CH:34]=[CH:33][CH:32]=[CH:31][CH:30]=1, predict the reaction product. The product is: [C:28]([C:36]1[N:40]2[CH2:41][CH2:42][NH:43][CH2:44][C:39]2=[C:38]([C:52]([NH:53][C@@H:54]([C:59]([CH3:62])([CH3:61])[CH3:60])[C:55]([NH:57][CH3:58])=[O:56])=[O:63])[N:37]=1)(=[O:35])[C:29]1[CH:34]=[CH:33][CH:32]=[CH:31][CH:30]=1. (8) Given the reactants [O:1]=[C:2]1[NH:6][C:5](=[O:7])[C:4](=[CH:8][C:9]2[CH:14]=[CH:13][C:12]([C:15]3[NH:16][C:17]4[CH:23]=[C:22]([Cl:24])[C:21]([Cl:25])=[CH:20][C:18]=4[N:19]=3)=[CH:11][CH:10]=2)[S:3]1.[Mg].O.Cl, predict the reaction product. The product is: [O:1]=[C:2]1[NH:6][C:5](=[O:7])[CH:4]([CH2:8][C:9]2[CH:14]=[CH:13][C:12]([C:15]3[NH:19][C:18]4[CH:20]=[C:21]([Cl:25])[C:22]([Cl:24])=[CH:23][C:17]=4[N:16]=3)=[CH:11][CH:10]=2)[S:3]1. (9) Given the reactants C(OC1N=C2C(N=C(OC)N2CCCC2CCCCN2)=C(N)N=1)CCC.[NH2:27][C:28]1[N:36]=[C:35]([O:37][CH2:38][CH2:39][CH2:40][CH3:41])[N:34]=[C:33]2[C:29]=1[N:30]=[C:31]([O:62][CH3:63])[N:32]2[CH2:42][CH2:43][CH2:44][CH2:45][CH:46]1[CH2:51][CH2:50][N:49](C(OCC2C=CC=CC=2)=O)[CH2:48][CH2:47]1, predict the reaction product. The product is: [CH2:38]([O:37][C:35]1[N:34]=[C:33]2[C:29]([N:30]=[C:31]([O:62][CH3:63])[N:32]2[CH2:42][CH2:43][CH2:44][CH2:45][CH:46]2[CH2:47][CH2:48][NH:49][CH2:50][CH2:51]2)=[C:28]([NH2:27])[N:36]=1)[CH2:39][CH2:40][CH3:41].